This data is from CYP3A4 inhibition data for predicting drug metabolism from PubChem BioAssay. The task is: Regression/Classification. Given a drug SMILES string, predict its absorption, distribution, metabolism, or excretion properties. Task type varies by dataset: regression for continuous measurements (e.g., permeability, clearance, half-life) or binary classification for categorical outcomes (e.g., BBB penetration, CYP inhibition). Dataset: cyp3a4_veith. (1) The drug is CC(C)CNc1nc2ncnc(N)c2[nH]1. The result is 0 (non-inhibitor). (2) The drug is O=C(c1ccc(N2CCCCC2)c([N+](=O)[O-])c1)N(Cc1ccccc1)c1ccccn1. The result is 1 (inhibitor). (3) The drug is CCC(C)NC(=O)c1ccccc1NC(=O)Nc1ccccc1. The result is 0 (non-inhibitor). (4) The drug is NC1(C(=O)NC2(C(=O)O)CCCC2)CCCC1. The result is 0 (non-inhibitor). (5) The compound is COc1ccc(CNc2ncncc2-c2ccccc2C(F)(F)F)c(OC)c1. The result is 1 (inhibitor). (6) The result is 1 (inhibitor). The molecule is COc1ccc(-n2c(=O)c(-c3cccc(Cl)c3)nc3cncnc32)cc1. (7) The molecule is CN1CCc2cc(Br)c(O)cc2[C@H](c2ccccc2)C1. The result is 0 (non-inhibitor). (8) The result is 0 (non-inhibitor). The compound is CCCc1cc(=O)oc2c(CN3CCOCC3)c(O)ccc12. (9) The drug is O=C([O-])c1cc(=O)c2c(OCC(O)COc3cccc4oc(C(=O)[O-])cc(=O)c34)cccc2o1.[Na+].[Na+]. The result is 0 (non-inhibitor). (10) The drug is NNCc1cccc(O)c1. The result is 1 (inhibitor).